This data is from Peptide-MHC class I binding affinity with 185,985 pairs from IEDB/IMGT. The task is: Regression. Given a peptide amino acid sequence and an MHC pseudo amino acid sequence, predict their binding affinity value. This is MHC class I binding data. (1) The peptide sequence is NINFNNSSI. The MHC is HLA-A68:02 with pseudo-sequence HLA-A68:02. The binding affinity (normalized) is 0.612. (2) The peptide sequence is FLRKRRRFF. The MHC is HLA-B08:02 with pseudo-sequence HLA-B08:02. The binding affinity (normalized) is 0.468. (3) The peptide sequence is LPFPFLYKFLL. The MHC is HLA-B40:02 with pseudo-sequence HLA-B40:02. The binding affinity (normalized) is 0.0874. (4) The peptide sequence is FYLPNIVDY. The MHC is HLA-B18:01 with pseudo-sequence HLA-B18:01. The binding affinity (normalized) is 0.0847. (5) The peptide sequence is LAKAIITPI. The MHC is HLA-B08:01 with pseudo-sequence HLA-B08:01. The binding affinity (normalized) is 0. (6) The peptide sequence is VETFYPKLQA. The MHC is HLA-B40:02 with pseudo-sequence HLA-B40:02. The binding affinity (normalized) is 0.127.